The task is: Predict the product of the given reaction.. This data is from Forward reaction prediction with 1.9M reactions from USPTO patents (1976-2016). (1) Given the reactants C(OC(=O)[NH:7][C:8]1[CH:9]=[CH:10][C:11]2[O:16][C@@H:15]([CH2:17][N:18]3[CH2:23][CH2:22][N:21]([CH3:24])[C:20](=[O:25])[CH2:19]3)[CH2:14][N:13]([S:26]([C:29]3[CH:34]=[CH:33][CH:32]=[C:31]([Cl:35])[CH:30]=3)(=[O:28])=[O:27])[C:12]=2[CH:36]=1)(C)(C)C, predict the reaction product. The product is: [ClH:35].[NH2:7][C:8]1[CH:9]=[CH:10][C:11]2[O:16][C@@H:15]([CH2:17][N:18]3[CH2:23][CH2:22][N:21]([CH3:24])[C:20](=[O:25])[CH2:19]3)[CH2:14][N:13]([S:26]([C:29]3[CH:34]=[CH:33][CH:32]=[C:31]([Cl:35])[CH:30]=3)(=[O:27])=[O:28])[C:12]=2[CH:36]=1. (2) Given the reactants [CH3:1][O:2][C:3]1[CH:4]=[C:5]2[C:10](=[CH:11][C:12]=1[O:13][CH3:14])[N:9]=[CH:8][CH:7]=[C:6]2[O:15][C:16]1[CH:22]=[CH:21][C:19]([NH2:20])=[CH:18][CH:17]=1.Cl[C:24](Cl)([O:26][C:27](=[O:33])OC(Cl)(Cl)Cl)Cl.[CH3:35][C:36]1[CH:41]=[CH:40][CH:39]=[CH:38][C:37]=1CO.C(=O)(O)[O-].[Na+], predict the reaction product. The product is: [CH3:1][O:2][C:3]1[CH:4]=[C:5]2[C:10](=[CH:11][C:12]=1[O:13][CH3:14])[N:9]=[CH:8][CH:7]=[C:6]2[O:15][C:16]1[CH:22]=[CH:21][C:19]([NH:20][C:27](=[O:33])[O:26][CH2:24][C:37]2[CH:38]=[CH:39][CH:40]=[CH:41][C:36]=2[CH3:35])=[CH:18][CH:17]=1. (3) Given the reactants [N+:1]([C:4]1[CH:9]=[CH:8][C:7]([CH:10]=[CH:11][C:12]2[CH:17]=[CH:16][C:15]([CH3:18])=[CH:14][CH:13]=2)=[C:6]([N+:19]([O-])=O)[CH:5]=1)([O-])=O.[H][H].CCOCC, predict the reaction product. The product is: [NH2:1][C:4]1[CH:9]=[CH:8][C:7]([CH2:10][CH2:11][C:12]2[CH:17]=[CH:16][C:15]([CH3:18])=[CH:14][CH:13]=2)=[C:6]([NH2:19])[CH:5]=1.